From a dataset of Full USPTO retrosynthesis dataset with 1.9M reactions from patents (1976-2016). Predict the reactants needed to synthesize the given product. Given the product [Cl:1][C:2]1[CH:7]=[CH:6][N:5]=[C:4]2[CH:8]=[C:9]([CH:12]3[CH2:14][CH2:13]3)[O:10][C:3]=12, predict the reactants needed to synthesize it. The reactants are: [Cl:1][C:2]1[CH:7]=[CH:6][N:5]=[C:4]2[CH:8]=[C:9](I)[O:10][C:3]=12.[CH:12]1(B(O)O)[CH2:14][CH2:13]1.C1(P(C2CCCCC2)C2CCCCC2)CCCCC1.P([O-])([O-])([O-])=O.[K+].[K+].[K+].